Dataset: Reaction yield outcomes from USPTO patents with 853,638 reactions. Task: Predict the reaction yield, written as a fraction of the theoretical maximum amount of product (1.0 means a 100% yield; for example, 0.34 means a 34% yield). The reactants are [C:1]([NH:4][C:5]1[CH:6]=[C:7]([OH:11])[CH:8]=[CH:9][CH:10]=1)(=[O:3])[CH3:2].[H-].[Na+].[C:14]([O:18][C:19]([N:21]1[CH2:30][CH2:29][C:28]2[C:23](=[CH:24][C:25]([NH:31][C:32]3[C:37]([N+:38]([O-:40])=[O:39])=[CH:36][N:35]=[C:34](Cl)[CH:33]=3)=[CH:26][CH:27]=2)[CH2:22]1)=[O:20])([CH3:17])([CH3:16])[CH3:15].CN(C=O)C. The catalyst is C1COCC1. The product is [C:14]([O:18][C:19]([N:21]1[CH2:30][CH2:29][C:28]2[C:23](=[CH:24][C:25]([NH:31][C:32]3[C:37]([N+:38]([O-:40])=[O:39])=[CH:36][N:35]=[C:34]([O:11][C:7]4[CH:8]=[CH:9][CH:10]=[C:5]([NH:4][C:1](=[O:3])[CH3:2])[CH:6]=4)[CH:33]=3)=[CH:26][CH:27]=2)[CH2:22]1)=[O:20])([CH3:17])([CH3:15])[CH3:16]. The yield is 0.390.